This data is from Retrosynthesis with 50K atom-mapped reactions and 10 reaction types from USPTO. The task is: Predict the reactants needed to synthesize the given product. (1) Given the product NC(=O)c1nn(CC(=O)N2C[C@H](F)C[C@H]2C(=O)Nc2cccc(-c3ccccc3Cl)c2F)c2cc(O)ccc12, predict the reactants needed to synthesize it. The reactants are: NC(=O)c1nn(CC(=O)O)c2cc(O)ccc12.O=C(Nc1cccc(-c2ccccc2Cl)c1F)[C@@H]1C[C@@H](F)CN1. (2) Given the product Cc1nc2c(o1)CCc1ccccc1C2=O, predict the reactants needed to synthesize it. The reactants are: Cc1nc(C(=O)Cl)c(CCc2ccccc2)o1. (3) Given the product C=CCc1c(-c2ccc(OC)cc2)ccc2cc(OC)ccc12, predict the reactants needed to synthesize it. The reactants are: C=CCc1c(OS(=O)(=O)C(F)(F)F)ccc2cc(OC)ccc12.COc1ccc(B(O)O)cc1.